From a dataset of Catalyst prediction with 721,799 reactions and 888 catalyst types from USPTO. Predict which catalyst facilitates the given reaction. (1) Reactant: [C:1]([OH:6])(=[O:5])[CH:2]([CH3:4])[OH:3].[OH-].[CH2:8]([P+:12]([CH2:21][CH2:22][CH2:23][CH3:24])([CH2:17][CH2:18][CH2:19][CH3:20])[CH2:13][CH2:14][CH2:15][CH3:16])[CH2:9][CH2:10][CH3:11]. Product: [C:1]([O-:6])(=[O:5])[CH:2]([CH3:4])[OH:3].[CH2:21]([P+:12]([CH2:8][CH2:9][CH2:10][CH3:11])([CH2:13][CH2:14][CH2:15][CH3:16])[CH2:17][CH2:18][CH2:19][CH3:20])[CH2:22][CH2:23][CH3:24].[C:1]([OH:6])(=[O:5])[CH:2]([CH3:4])[OH:3]. The catalyst class is: 21. (2) Reactant: CC1C=CC(S(O[CH2:12][CH:13]2[O:18][C:17]3[C:19]([C:23]4[CH:28]=[CH:27][CH:26]=[CH:25][C:24]=4[Cl:29])=[CH:20][CH:21]=[CH:22][C:16]=3[N:15]([CH3:30])[CH2:14]2)(=O)=O)=CC=1.[N-:31]=[N+:32]=[N-:33].[Na+]. Product: [N:31]([CH2:12][CH:13]1[O:18][C:17]2[C:19]([C:23]3[CH:28]=[CH:27][CH:26]=[CH:25][C:24]=3[Cl:29])=[CH:20][CH:21]=[CH:22][C:16]=2[N:15]([CH3:30])[CH2:14]1)=[N+:32]=[N-:33]. The catalyst class is: 3. (3) Reactant: [N+:1]([C:4]1[NH:8][N:7]=[C:6](C(O)=O)[CH:5]=1)([O-:3])=[O:2].C[N:13]([C:15]([O:19]N1N=NC2C=CC=NC1=2)=[N+](C)C)C.F[P-](F)(F)(F)(F)F.C(N(CC)CC)C.Cl.N[CH2:45][CH:46]1[CH2:48][CH2:47]1. Product: [N+:1]([C:4]1[NH:8][N:7]=[CH:6][CH:5]=1)([O-:3])=[O:2].[CH2:46]1[CH:48]([CH2:47][C:15]([NH2:13])=[O:19])[CH2:45]1. The catalyst class is: 3. (4) Reactant: [CH2:1]([N:3]([CH2:36][CH3:37])[CH2:4][CH2:5][CH2:6][NH:7][C:8]1[N:9]=[C:10]([C:27]2[CH:28]=[C:29]([CH:33]=[CH:34][CH:35]=2)[C:30]([OH:32])=O)[C:11]2[CH:17]=[CH:16][C:15](=[O:18])[N:14]([C:19]3[C:24]([F:25])=[CH:23][CH:22]=[CH:21][C:20]=3[F:26])[C:12]=2[N:13]=1)[CH3:2].CN(C(ON1N=[N:53][C:48]2[CH:49]=[CH:50][CH:51]=[CH:52]C1=2)=[N+](C)C)C.F[P-](F)(F)(F)(F)F.C(N(CC)CC)C.C1(N)CCCC1. Product: [CH:48]1([NH:53][C:30](=[O:32])[C:29]2[CH:33]=[CH:34][CH:35]=[C:27]([C:10]3[C:11]4[CH:17]=[CH:16][C:15](=[O:18])[N:14]([C:19]5[C:24]([F:25])=[CH:23][CH:22]=[CH:21][C:20]=5[F:26])[C:12]=4[N:13]=[C:8]([NH:7][CH2:6][CH2:5][CH2:4][N:3]([CH2:36][CH3:37])[CH2:1][CH3:2])[N:9]=3)[CH:28]=2)[CH2:49][CH2:50][CH2:51][CH2:52]1. The catalyst class is: 3. (5) Reactant: [CH2:1]([S:5][C:6]1[CH:7]=[C:8]([CH2:12]O)[CH:9]=[CH:10][CH:11]=1)[CH:2]([CH3:4])[CH3:3].S(Cl)([Cl:16])=O.C(OCC)(=O)C. Product: [Cl:16][CH2:12][C:8]1[CH:9]=[CH:10][CH:11]=[C:6]([S:5][CH2:1][CH:2]([CH3:4])[CH3:3])[CH:7]=1. The catalyst class is: 2. (6) Reactant: CI.[Br:3][C:4]1[CH:5]=[C:6]([CH:9]=[CH:10][C:11]=1[CH:12]1[NH:17][C:16](=[O:18])[N:15]([C:19]2[CH:24]=[CH:23][CH:22]=[C:21]([C:25]([F:28])([F:27])[F:26])[CH:20]=2)[C:14]2[CH2:29][CH2:30][C:31](=[O:32])[C:13]1=2)[C:7]#[N:8].[C:33](=O)([O-])[O-].[Cs+].[Cs+].O. Product: [Br:3][C:4]1[CH:5]=[C:6]([CH:9]=[CH:10][C:11]=1[CH:12]1[C:13]2[C:31](=[O:32])[CH2:30][CH2:29][C:14]=2[N:15]([C:19]2[CH:24]=[CH:23][CH:22]=[C:21]([C:25]([F:28])([F:27])[F:26])[CH:20]=2)[C:16](=[O:18])[N:17]1[CH3:33])[C:7]#[N:8]. The catalyst class is: 42. (7) Reactant: [CH:1]1([C:7]2[CH:30]=[CH:29][C:10]([C:11]([N:13]([CH3:28])[C:14]3[CH:19]=[CH:18][C:17]([N:20]4[CH2:24][CH2:23][CH:22]([NH:25][CH3:26])[C:21]4=[O:27])=[CH:16][CH:15]=3)=[O:12])=[CH:9][CH:8]=2)[CH2:6][CH2:5][CH2:4][CH2:3][CH2:2]1.[C:31](OC(=O)C)(=[O:33])[CH3:32]. Product: [C:31]([CH2:26][NH:25][CH:22]1[CH2:23][CH2:24][N:20]([C:17]2[CH:18]=[CH:19][C:14]([N:13]([CH3:28])[C:11](=[O:12])[C:10]3[CH:29]=[CH:30][C:7]([CH:1]4[CH2:2][CH2:3][CH2:4][CH2:5][CH2:6]4)=[CH:8][CH:9]=3)=[CH:15][CH:16]=2)[C:21]1=[O:27])(=[O:33])[CH3:32]. The catalyst class is: 17. (8) Reactant: [CH2:1]([O:3][C:4]1[CH:5]=[C:6]([CH:9]=[CH:10][C:11]=1[OH:12])[CH:7]=[O:8])[CH3:2].C(=O)([O-])[O-].[K+].[K+].Br[CH2:20][C:21]1[CH:26]=[CH:25][C:24]([C:27]([F:30])([F:29])[F:28])=[CH:23][C:22]=1[C:31]([F:34])([F:33])[F:32].O. Product: [F:32][C:31]([F:33])([F:34])[C:22]1[CH:23]=[C:24]([C:27]([F:30])([F:28])[F:29])[CH:25]=[CH:26][C:21]=1[CH2:20][O:12][C:11]1[CH:10]=[CH:9][C:6]([CH:7]=[O:8])=[CH:5][C:4]=1[O:3][CH2:1][CH3:2]. The catalyst class is: 3.